Regression. Given two drug SMILES strings and cell line genomic features, predict the synergy score measuring deviation from expected non-interaction effect. From a dataset of NCI-60 drug combinations with 297,098 pairs across 59 cell lines. (1) Cell line: SW-620. Drug 2: CC1CCC2CC(C(=CC=CC=CC(CC(C(=O)C(C(C(=CC(C(=O)CC(OC(=O)C3CCCCN3C(=O)C(=O)C1(O2)O)C(C)CC4CCC(C(C4)OC)OCCO)C)C)O)OC)C)C)C)OC. Drug 1: C1=CC(=C2C(=C1NCCNCCO)C(=O)C3=C(C=CC(=C3C2=O)O)O)NCCNCCO. Synergy scores: CSS=50.1, Synergy_ZIP=5.05, Synergy_Bliss=4.67, Synergy_Loewe=5.29, Synergy_HSA=8.18. (2) Drug 1: C1=CN(C(=O)N=C1N)C2C(C(C(O2)CO)O)O.Cl. Drug 2: C1=NC(=NC(=O)N1C2C(C(C(O2)CO)O)O)N. Cell line: OVCAR3. Synergy scores: CSS=7.89, Synergy_ZIP=-3.82, Synergy_Bliss=-11.0, Synergy_Loewe=-14.4, Synergy_HSA=-13.8.